This data is from Full USPTO retrosynthesis dataset with 1.9M reactions from patents (1976-2016). The task is: Predict the reactants needed to synthesize the given product. (1) Given the product [Cl:13][C:10]1[C:9]2[C:4](=[C:5]([Cl:14])[CH:6]=[CH:7][CH:8]=2)[N:3]=[C:2]([C:20]2[CH:25]=[CH:24][CH:23]=[CH:22][N:21]=2)[C:11]=1[CH3:12], predict the reactants needed to synthesize it. The reactants are: Cl[C:2]1[C:11]([CH3:12])=[C:10]([Cl:13])[C:9]2[C:4](=[C:5]([Cl:14])[CH:6]=[CH:7][CH:8]=2)[N:3]=1.C([Sn](CCCC)(CCCC)[C:20]1[CH:25]=[CH:24][CH:23]=[CH:22][N:21]=1)CCC. (2) The reactants are: Cl.Cl.[NH:3]1[CH2:6][CH:5]([C:7]2[C:8]([O:28][CH3:29])=[C:9]([CH:15]([N:17]3[C:21]4=[N:22][CH:23]=[N:24][C:25]([NH2:26])=[C:20]4[C:19]([CH3:27])=[N:18]3)[CH3:16])[CH:10]=[C:11]([Cl:14])[C:12]=2[CH3:13])[CH2:4]1.[F:30][C:31]([F:36])([F:35])[C@H:32]1[CH2:34][O:33]1.C(N(CC)CC)C. Given the product [NH2:26][C:25]1[N:24]=[CH:23][N:22]=[C:21]2[N:17]([CH:15]([C:9]3[C:8]([O:28][CH3:29])=[C:7]([CH:5]4[CH2:4][N:3]([CH2:34][C@@H:32]([OH:33])[C:31]([F:36])([F:35])[F:30])[CH2:6]4)[C:12]([CH3:13])=[C:11]([Cl:14])[CH:10]=3)[CH3:16])[N:18]=[C:19]([CH3:27])[C:20]=12, predict the reactants needed to synthesize it.